Dataset: Full USPTO retrosynthesis dataset with 1.9M reactions from patents (1976-2016). Task: Predict the reactants needed to synthesize the given product. (1) Given the product [C:24]1([NH:21][CH2:22][CH2:23][C@@H:27]2[CH2:26][CH2:3][CH2:4][C@H:10]([NH:11][C:15]([C:14]3[C:10]([C:4]4[C:5]([F:9])=[CH:6][CH:7]=[CH:8][C:3]=4[Cl:2])=[N:11][O:12][C:13]=3[CH3:18])=[O:16])[CH2:14]2)[CH:25]=[CH:8][CH:7]=[CH:6][CH:5]=1, predict the reactants needed to synthesize it. The reactants are: Cl.[Cl:2][C:3]1[CH:8]=[CH:7][CH:6]=[C:5]([F:9])[C:4]=1[C:10]1[C:14]([C:15](Cl)=[O:16])=[C:13]([CH3:18])[O:12][N:11]=1.C([N:21]([CH2:24][CH3:25])[CH2:22][CH3:23])C.[C:26](O)(=O)[CH3:27]. (2) Given the product [CH3:1][N:2]1[C:10]2[C:5](=[CH:6][CH:7]=[CH:8][C:9]=2/[CH:11]=[CH:12]/[C:13]([OH:15])=[O:14])[C:4]([CH3:18])([CH3:19])[C:3]1=[O:20], predict the reactants needed to synthesize it. The reactants are: [CH3:1][N:2]1[C:10]2[C:5](=[CH:6][CH:7]=[CH:8][C:9]=2/[CH:11]=[CH:12]/[C:13]([O:15]CC)=[O:14])[C:4]([CH3:19])([CH3:18])[C:3]1=[O:20].[OH-].[Na+].Cl. (3) Given the product [C:1]([O:5][C:6]([NH:8][C:9]1[CH:14]=[CH:13][CH:12]=[CH:11][C:10]=1[NH:15][C:16](=[O:32])[C:17]1[CH:18]=[CH:19][C:20]([C:34]2[S:35][C:36]([CH2:39][N:40]3[CH2:41][CH2:42][CH2:43][CH2:44][CH2:45]3)=[CH:37][N:38]=2)=[CH:21][CH:22]=1)=[O:7])([CH3:2])([CH3:4])[CH3:3], predict the reactants needed to synthesize it. The reactants are: [C:1]([O:5][C:6]([NH:8][C:9]1[CH:14]=[CH:13][CH:12]=[CH:11][C:10]=1[NH:15][C:16](=[O:32])[C:17]1[CH:22]=[CH:21][C:20](B2OC(C)(C)C(C)(C)O2)=[CH:19][CH:18]=1)=[O:7])([CH3:4])([CH3:3])[CH3:2].Cl[C:34]1[S:35][C:36]([CH2:39][N:40]2[CH2:45][CH2:44][CH2:43][CH2:42][CH2:41]2)=[CH:37][N:38]=1. (4) Given the product [OH:18][CH2:19][C:20]1[C:11]([O:10][CH2:9][C:8]2[CH:7]=[CH:6][C:5]([C:3]#[N:4])=[CH:33][CH:32]=2)=[C:12]([CH3:31])[N:13]=[CH:14][C:15]=1[NH:16][CH2:22][C:23]1[CH:24]=[CH:25][C:26]([C:27]#[N:28])=[CH:29][CH:30]=1, predict the reactants needed to synthesize it. The reactants are: [BH4-].[Na+].[C:3]([C:5]1[CH:33]=[CH:32][C:8]([CH2:9][O:10][C:11]2[C:20]3[CH2:19][O:18]C(=O)[N:16]([CH2:22][C:23]4[CH:30]=[CH:29][C:26]([C:27]#[N:28])=[CH:25][CH:24]=4)[C:15]=3[CH:14]=[N:13][C:12]=2[CH3:31])=[CH:7][CH:6]=1)#[N:4]. (5) The reactants are: Cl[C:2]1[N:7]=[C:6]([NH:8][C:9]2[CH:13]=[C:12]([C:14]([CH3:17])([CH3:16])[CH3:15])[O:11][N:10]=2)[CH:5]=[CH:4][N:3]=1.[CH3:18][O:19][C:20]1[CH:21]=[C:22]([CH:24]=[C:25]([O:29][CH3:30])[C:26]=1[O:27][CH3:28])[NH2:23].N(CC)(CC)CC.FC(C(O)=O)(F)F. Given the product [C:14]([C:12]1[O:11][N:10]=[C:9]([NH:8][C:6]2[CH:5]=[CH:4][N:3]=[C:2]([NH:23][C:22]3[CH:24]=[C:25]([O:29][CH3:30])[C:26]([O:27][CH3:28])=[C:20]([O:19][CH3:18])[CH:21]=3)[N:7]=2)[CH:13]=1)([CH3:17])([CH3:16])[CH3:15], predict the reactants needed to synthesize it.